Task: Regression. Given a peptide amino acid sequence and an MHC pseudo amino acid sequence, predict their binding affinity value. This is MHC class II binding data.. Dataset: Peptide-MHC class II binding affinity with 134,281 pairs from IEDB (1) The peptide sequence is DGCWYPMEIRPRKTHHHHHHH. The MHC is HLA-DQA10501-DQB10302 with pseudo-sequence HLA-DQA10501-DQB10302. The binding affinity (normalized) is 0.261. (2) The peptide sequence is TDDNEEPIAPYHFDLSGHAF. The MHC is HLA-DQA10401-DQB10402 with pseudo-sequence HLA-DQA10401-DQB10402. The binding affinity (normalized) is 0.223. (3) The peptide sequence is YDKFLANVSTVLRGK. The binding affinity (normalized) is 0.702. The MHC is DRB1_0701 with pseudo-sequence DRB1_0701.